This data is from Reaction yield outcomes from USPTO patents with 853,638 reactions. The task is: Predict the reaction yield, written as a fraction of the theoretical maximum amount of product (1.0 means a 100% yield; for example, 0.34 means a 34% yield). The reactants are [CH2:1]([NH:3][C:4]([N:6]1[C:15]2[C:10](=[CH:11][CH:12]=[CH:13][CH:14]=2)[CH2:9][CH2:8][CH:7]1[CH2:16][N:17]1[CH2:22][CH2:21][N:20]([C:23]2[CH:31]=[CH:30][CH:29]=[C:28]3[C:24]=2[CH:25]=[CH:26][NH:27]3)[CH2:19][CH2:18]1)=[O:5])[CH3:2].[C:32]1(N=C=O)[CH:37]=CC=[CH:34][CH:33]=1. The catalyst is C1(C)C=CC=CC=1. The product is [NH:27]1[C:28]2[C:24](=[C:23]([N:20]3[CH2:19][CH2:18][N:17]([CH2:16][CH:7]4[CH2:8][CH2:9][C:10]5[C:15](=[CH:14][CH:13]=[CH:12][CH:11]=5)[N:6]4[C:4]([NH:3][C:1]4[CH:34]=[CH:33][CH:32]=[CH:37][CH:2]=4)=[O:5])[CH2:22][CH2:21]3)[CH:31]=[CH:30][CH:29]=2)[CH:25]=[CH:26]1. The yield is 0.691.